This data is from Peptide-MHC class II binding affinity with 134,281 pairs from IEDB. The task is: Regression. Given a peptide amino acid sequence and an MHC pseudo amino acid sequence, predict their binding affinity value. This is MHC class II binding data. (1) The peptide sequence is LVGPTPVNVIGRNLLTQIGC. The binding affinity (normalized) is 0.115. The MHC is DRB1_0901 with pseudo-sequence DRB1_0901. (2) The peptide sequence is GELQIVDKIDAAGKI. The MHC is DRB1_1501 with pseudo-sequence DRB1_1501. The binding affinity (normalized) is 0.338. (3) The peptide sequence is SQDCELSWNLNGLQAY. The MHC is DRB1_0401 with pseudo-sequence DRB1_0401. The binding affinity (normalized) is 0.411. (4) The peptide sequence is TINAVASRKASNTIL. The MHC is HLA-DQA10601-DQB10402 with pseudo-sequence HLA-DQA10601-DQB10402. The binding affinity (normalized) is 0.554. (5) The peptide sequence is YDKFLANVSTVLSGK. The MHC is DRB1_0101 with pseudo-sequence DRB1_0101. The binding affinity (normalized) is 0.852. (6) The peptide sequence is MLFRILSLNLIKIK. The MHC is DRB1_0401 with pseudo-sequence DRB1_0401. The binding affinity (normalized) is 0.621.